This data is from NCI-60 drug combinations with 297,098 pairs across 59 cell lines. The task is: Regression. Given two drug SMILES strings and cell line genomic features, predict the synergy score measuring deviation from expected non-interaction effect. (1) Drug 1: CC(C)(C#N)C1=CC(=CC(=C1)CN2C=NC=N2)C(C)(C)C#N. Drug 2: C1C(C(OC1N2C=NC(=NC2=O)N)CO)O. Cell line: HOP-62. Synergy scores: CSS=6.05, Synergy_ZIP=3.19, Synergy_Bliss=6.24, Synergy_Loewe=1.97, Synergy_HSA=2.36. (2) Drug 1: CCC1(CC2CC(C3=C(CCN(C2)C1)C4=CC=CC=C4N3)(C5=C(C=C6C(=C5)C78CCN9C7C(C=CC9)(C(C(C8N6C=O)(C(=O)OC)O)OC(=O)C)CC)OC)C(=O)OC)O.OS(=O)(=O)O. Drug 2: CC1CCC2CC(C(=CC=CC=CC(CC(C(=O)C(C(C(=CC(C(=O)CC(OC(=O)C3CCCCN3C(=O)C(=O)C1(O2)O)C(C)CC4CCC(C(C4)OC)O)C)C)O)OC)C)C)C)OC. Cell line: BT-549. Synergy scores: CSS=38.6, Synergy_ZIP=-0.115, Synergy_Bliss=2.94, Synergy_Loewe=0.431, Synergy_HSA=1.10. (3) Drug 1: C1=CC(=C2C(=C1NCCNCCO)C(=O)C3=C(C=CC(=C3C2=O)O)O)NCCNCCO. Drug 2: C1=CC(=CC=C1CCCC(=O)O)N(CCCl)CCCl. Cell line: RXF 393. Synergy scores: CSS=31.3, Synergy_ZIP=-0.840, Synergy_Bliss=-0.297, Synergy_Loewe=-1.63, Synergy_HSA=4.77. (4) Drug 1: CC1=C2C(C(=O)C3(C(CC4C(C3C(C(C2(C)C)(CC1OC(=O)C(C(C5=CC=CC=C5)NC(=O)OC(C)(C)C)O)O)OC(=O)C6=CC=CC=C6)(CO4)OC(=O)C)OC)C)OC. Drug 2: C1=CC(=CC=C1C#N)C(C2=CC=C(C=C2)C#N)N3C=NC=N3. Cell line: UACC62. Synergy scores: CSS=38.5, Synergy_ZIP=3.06, Synergy_Bliss=3.73, Synergy_Loewe=-30.0, Synergy_HSA=4.04. (5) Drug 1: C1=C(C(=O)NC(=O)N1)N(CCCl)CCCl. Drug 2: CCC(=C(C1=CC=CC=C1)C2=CC=C(C=C2)OCCN(C)C)C3=CC=CC=C3.C(C(=O)O)C(CC(=O)O)(C(=O)O)O. Cell line: OVCAR-8. Synergy scores: CSS=16.0, Synergy_ZIP=-8.75, Synergy_Bliss=-2.22, Synergy_Loewe=-6.27, Synergy_HSA=-3.11.